The task is: Predict the product of the given reaction.. This data is from Forward reaction prediction with 1.9M reactions from USPTO patents (1976-2016). (1) Given the reactants [Cl:1][C:2]1[CH:11]=[CH:10][C:9]2[C:4](=[C:5]([F:12])[CH:6]=[CH:7][CH:8]=2)[N:3]=1.C([N-]C(C)C)(C)C.[Li+].[CH:21](=[O:23])[CH3:22], predict the reaction product. The product is: [Cl:1][C:2]1[C:11]([CH:21]([OH:23])[CH3:22])=[CH:10][C:9]2[C:4](=[C:5]([F:12])[CH:6]=[CH:7][CH:8]=2)[N:3]=1. (2) Given the reactants [Br:1][C:2]1[C:3]([OH:13])=[C:4]([C:10](=[O:12])[CH3:11])[CH:5]=[C:6]([Cl:9])[C:7]=1[CH3:8].C1(P(C2C=CC=CC=2)C2C=CC=CC=2)C=CC=CC=1.O[CH2:34][CH2:35][NH:36][C:37](=[O:43])[O:38][C:39]([CH3:42])([CH3:41])[CH3:40].N(C(OC(C)C)=O)=NC(OC(C)C)=O, predict the reaction product. The product is: [C:10]([C:4]1[C:3]([O:13][CH2:34][CH2:35][NH:36][C:37](=[O:43])[O:38][C:39]([CH3:42])([CH3:41])[CH3:40])=[C:2]([Br:1])[C:7]([CH3:8])=[C:6]([Cl:9])[CH:5]=1)(=[O:12])[CH3:11]. (3) Given the reactants [NH:1](C(OC(C)(C)C)=O)[C@@H:2]([C:13]([NH:15][C@H:16]([C:32]([O:34][C:35]([CH3:38])([CH3:37])[CH3:36])=[O:33])[CH2:17][CH2:18][CH2:19][CH2:20][NH:21][C:22]([O:24][CH2:25][C:26]1[CH:31]=[CH:30][CH:29]=[CH:28][CH:27]=1)=[O:23])=[O:14])[CH2:3][C:4]1[C:12]2[C:7](=[CH:8][CH:9]=[CH:10][CH:11]=2)[NH:6][CH:5]=1.FC(F)(F)C(O)=O, predict the reaction product. The product is: [NH2:1][C@@H:2]([C:13]([NH:15][C@H:16]([C:32]([O:34][C:35]([CH3:38])([CH3:37])[CH3:36])=[O:33])[CH2:17][CH2:18][CH2:19][CH2:20][NH:21][C:22]([O:24][CH2:25][C:26]1[CH:31]=[CH:30][CH:29]=[CH:28][CH:27]=1)=[O:23])=[O:14])[CH2:3][C:4]1[C:12]2[C:7](=[CH:8][CH:9]=[CH:10][CH:11]=2)[NH:6][CH:5]=1. (4) Given the reactants C(O[C:4]1(O[Si](C)(C)C)[CH2:6][CH2:5]1)C.[CH2:12]1[C:18]2[CH:19]=[C:20]([NH:23][C:24](=[O:33])[O:25][CH2:26][C:27]3[CH:32]=[CH:31][CH:30]=[CH:29][CH:28]=3)[CH:21]=[CH:22][C:17]=2[CH2:16][CH2:15][CH2:14][NH:13]1.[BH3-]C#N.[Na+].C(O)(=O)C, predict the reaction product. The product is: [CH:4]1([N:13]2[CH2:14][CH2:15][CH2:16][C:17]3[CH:22]=[CH:21][C:20]([NH:23][C:24](=[O:33])[O:25][CH2:26][C:27]4[CH:28]=[CH:29][CH:30]=[CH:31][CH:32]=4)=[CH:19][C:18]=3[CH2:12]2)[CH2:6][CH2:5]1. (5) Given the reactants [N:1]1[CH:6]=[CH:5][C:4]([C:7]2[S:11][C:10]([C:12]([OH:14])=O)=[CH:9][CH:8]=2)=[CH:3][CH:2]=1.[CH3:15][O:16][C:17]1[CH:18]=[C:19]([C@H:23]([NH2:25])[CH3:24])[CH:20]=[CH:21][CH:22]=1, predict the reaction product. The product is: [CH3:15][O:16][C:17]1[CH:18]=[C:19]([C@H:23]([NH:25][C:12]([C:10]2[S:11][C:7]([C:4]3[CH:3]=[CH:2][N:1]=[CH:6][CH:5]=3)=[CH:8][CH:9]=2)=[O:14])[CH3:24])[CH:20]=[CH:21][CH:22]=1. (6) Given the reactants [CH3:1][N:2]1[C:19]2[CH:18]=[C:17]3[O:20][CH2:21][CH2:22][O:23][C:16]3=[CH:15][C:14]=2[C:4]2([C:12]3[C:7](=[CH:8][CH:9]=[CH:10][CH:11]=3)[NH:6][C:5]2=[O:13])[C:3]1=[O:24].C(=O)([O-])[O-].[Cs+].[Cs+].Br.Br[CH2:33][C:34]1[CH:39]=[CH:38][CH:37]=[CH:36][N:35]=1, predict the reaction product. The product is: [CH3:1][N:2]1[C:19]2[CH:18]=[C:17]3[O:20][CH2:21][CH2:22][O:23][C:16]3=[CH:15][C:14]=2[C:4]2([C:12]3[C:7](=[CH:8][CH:9]=[CH:10][CH:11]=3)[N:6]([CH2:33][C:34]3[CH:39]=[CH:38][CH:37]=[CH:36][N:35]=3)[C:5]2=[O:13])[C:3]1=[O:24]. (7) Given the reactants [CH3:1][O:2][CH2:3][C:4]1[N:5]=[C:6]([CH3:26])[NH:7][C:8](=[O:25])[C:9]=1[CH2:10][C:11]1[CH:16]=[CH:15][C:14]([C:17]2[C:18]([C:23]#[N:24])=[CH:19][CH:20]=[CH:21][CH:22]=2)=[CH:13][CH:12]=1.[H-].[Na+].CN(C)C=O.Br[CH2:35][C:36]1[S:37][CH:38]=[CH:39][CH:40]=1, predict the reaction product. The product is: [CH3:1][O:2][CH2:3][C:4]1[N:5]=[C:6]([CH3:26])[N:7]([CH2:35][C:36]2[S:37][CH:38]=[CH:39][CH:40]=2)[C:8](=[O:25])[C:9]=1[CH2:10][C:11]1[CH:16]=[CH:15][C:14]([C:17]2[C:18]([C:23]#[N:24])=[CH:19][CH:20]=[CH:21][CH:22]=2)=[CH:13][CH:12]=1. (8) Given the reactants Cl.[CH3:2][O:3][C:4](=[O:11])[C@H:5]([CH2:7][CH2:8][CH2:9][CH3:10])[NH2:6].[F:12][C:13]1[CH:14]=[C:15]([NH:20][CH:21]([C:23](O)=[O:24])[CH3:22])[CH:16]=[C:17]([F:19])[CH:18]=1, predict the reaction product. The product is: [CH3:2][O:3][C:4](=[O:11])[C@@H:5]([NH:6][C:23](=[O:24])[CH:21]([CH3:22])[NH:20][C:15]1[CH:16]=[C:17]([F:19])[CH:18]=[C:13]([F:12])[CH:14]=1)[CH2:7][CH2:8][CH2:9][CH3:10]. (9) Given the reactants Cl.C[O:3][C:4](=[O:38])[C:5]1[CH:10]=[CH:9][C:8]([O:11][C:12]2[CH:17]=[CH:16][C:15]([CH2:18][C@H:19]([NH2:37])[C:20]3[N:21]([CH2:33][CH2:34][CH2:35][CH3:36])[CH:22]=[C:23]([C:25]4[CH:30]=[CH:29][C:28]([Cl:31])=[CH:27][C:26]=4[Cl:32])[N:24]=3)=[CH:14][CH:13]=2)=[CH:7][CH:6]=1.[O:39]1[CH2:43][CH2:42][CH2:41][CH:40]1[CH2:44][C:45](O)=[O:46], predict the reaction product. The product is: [CH2:33]([N:21]1[CH:22]=[C:23]([C:25]2[CH:30]=[CH:29][C:28]([Cl:31])=[CH:27][C:26]=2[Cl:32])[N:24]=[C:20]1[C@@H:19]([NH:37][C:45](=[O:46])[CH2:44][CH:40]1[CH2:41][CH2:42][CH2:43][O:39]1)[CH2:18][C:15]1[CH:16]=[CH:17][C:12]([O:11][C:8]2[CH:7]=[CH:6][C:5]([C:4]([OH:3])=[O:38])=[CH:10][CH:9]=2)=[CH:13][CH:14]=1)[CH2:34][CH2:35][CH3:36].